From a dataset of NCI-60 drug combinations with 297,098 pairs across 59 cell lines. Regression. Given two drug SMILES strings and cell line genomic features, predict the synergy score measuring deviation from expected non-interaction effect. Drug 1: CC=C1C(=O)NC(C(=O)OC2CC(=O)NC(C(=O)NC(CSSCCC=C2)C(=O)N1)C(C)C)C(C)C. Drug 2: CC(C)CN1C=NC2=C1C3=CC=CC=C3N=C2N. Cell line: OVCAR3. Synergy scores: CSS=32.4, Synergy_ZIP=4.53, Synergy_Bliss=8.56, Synergy_Loewe=-30.4, Synergy_HSA=4.66.